This data is from Peptide-MHC class II binding affinity with 134,281 pairs from IEDB. The task is: Regression. Given a peptide amino acid sequence and an MHC pseudo amino acid sequence, predict their binding affinity value. This is MHC class II binding data. (1) The peptide sequence is DHTNFKYNYSVIEGG. The MHC is DRB5_0101 with pseudo-sequence DRB5_0101. The binding affinity (normalized) is 0.276. (2) The peptide sequence is RPRWCDERVSSDQSA. The MHC is HLA-DQA10201-DQB10402 with pseudo-sequence HLA-DQA10201-DQB10402. The binding affinity (normalized) is 0. (3) The binding affinity (normalized) is 0.766. The MHC is DRB3_0101 with pseudo-sequence DRB3_0101. The peptide sequence is GSLQIVDKIDAAFKI. (4) The peptide sequence is FRNIVNMLHGVRDGL. The MHC is DRB1_0901 with pseudo-sequence DRB1_0901. The binding affinity (normalized) is 0.581. (5) The peptide sequence is TIDGRGAEVHIGNGG. The MHC is DRB1_1201 with pseudo-sequence DRB1_1201. The binding affinity (normalized) is 0. (6) The peptide sequence is TRGPSLRTTTVSGKL. The MHC is DRB1_0701 with pseudo-sequence DRB1_0701. The binding affinity (normalized) is 0.591. (7) The peptide sequence is SQDLEYSWNLNGLQAY. The MHC is DRB1_0802 with pseudo-sequence DRB1_0802. The binding affinity (normalized) is 0.336. (8) The peptide sequence is SVAVSEGKPTEKHIQIRSTN. The MHC is DRB1_0101 with pseudo-sequence DRB1_0101. The binding affinity (normalized) is 0. (9) The peptide sequence is SLSELTDALRTLGST. The MHC is DRB3_0101 with pseudo-sequence DRB3_0101. The binding affinity (normalized) is 0.232.